This data is from Forward reaction prediction with 1.9M reactions from USPTO patents (1976-2016). The task is: Predict the product of the given reaction. (1) Given the reactants [C:1]([CH:9]([O:14][C:15](=O)[CH3:16])[C:10]([F:13])([F:12])[F:11])(=O)[C:2]1[CH:7]=[CH:6][CH:5]=[CH:4][CH:3]=1.C([O-])(=O)C.[NH4+:22].C(=O)(O)[O-].[Na+], predict the reaction product. The product is: [CH3:16][C:15]1[O:14][C:9]([C:10]([F:13])([F:12])[F:11])=[C:1]([C:2]2[CH:7]=[CH:6][CH:5]=[CH:4][CH:3]=2)[N:22]=1. (2) Given the reactants [CH:1]1([NH2:5])[CH2:4][CH2:3][CH2:2]1.[F:6][C:7]1[C:12]([C:13]2[CH:18]=[CH:17][CH:16]=[C:15]([CH2:19][OH:20])[CH:14]=2)=[CH:11][C:10]([CH:21]=O)=[CH:9][CH:8]=1.C(O[BH-](OC(=O)C)OC(=O)C)(=O)C.[Na+], predict the reaction product. The product is: [CH:1]1([NH:5][CH2:21][C:10]2[CH:9]=[CH:8][C:7]([F:6])=[C:12]([C:13]3[CH:18]=[CH:17][CH:16]=[C:15]([CH2:19][OH:20])[CH:14]=3)[CH:11]=2)[CH2:4][CH2:3][CH2:2]1. (3) Given the reactants [C:1]([C:3]1[CH:8]=[CH:7][CH:6]=[CH:5][C:4]=1[C:9]1[CH:14]=[CH:13][C:12]([CH2:15][CH:16]([C:21](=O)[CH2:22][CH2:23][CH2:24][CH3:25])[C:17](OC)=[O:18])=[CH:11][CH:10]=1)#[N:2].[O:27]1[C:31]2([CH2:36][CH2:35][CH:34]([NH:37][C:38]3[NH:42][CH:41]=[N:40][N:39]=3)[CH2:33][CH2:32]2)[O:30][CH2:29][CH2:28]1, predict the reaction product. The product is: [CH2:22]([C:21]1[N:39]2[N:40]=[CH:41][N:42]=[C:38]2[N:37]([CH:34]2[CH2:33][CH2:32][C:31]3([O:27][CH2:28][CH2:29][O:30]3)[CH2:36][CH2:35]2)[C:17](=[O:18])[C:16]=1[CH2:15][C:12]1[CH:11]=[CH:10][C:9]([C:4]2[C:3]([C:1]#[N:2])=[CH:8][CH:7]=[CH:6][CH:5]=2)=[CH:14][CH:13]=1)[CH2:23][CH2:24][CH3:25]. (4) The product is: [CH3:1][O:2][C:3](=[O:12])[C@@H:4]([CH2:5][C:6](=[O:7])[NH:18][CH3:17])[CH:9]([CH3:11])[CH3:10]. Given the reactants [CH3:1][O:2][C:3](=[O:12])[C@H:4]([CH:9]([CH3:11])[CH3:10])[CH2:5][C:6](O)=[O:7].Cl.CN.C[CH2:17][N:18](C(C)C)C(C)C.CN(C(ON1N=NC2C=CC=CC1=2)=[N+](C)C)C.F[P-](F)(F)(F)(F)F, predict the reaction product. (5) Given the reactants [CH3:1][O:2][C:3]([C:5]1[N:6]([C:27]2[CH:32]=[CH:31][CH:30]=[C:29]([C:33]([O:35][CH3:36])=[O:34])[CH:28]=2)[C:7]2[C:12]([C:13]=1[CH2:14][CH2:15]OS(C1C=CC(C)=CC=1)(=O)=O)=[CH:11][CH:10]=[CH:9][CH:8]=2)=[O:4].[C:37]([O-:40])(=[S:39])[CH3:38].[K+], predict the reaction product. The product is: [CH3:1][O:2][C:3]([C:5]1[N:6]([C:27]2[CH:32]=[CH:31][CH:30]=[C:29]([C:33]([O:35][CH3:36])=[O:34])[CH:28]=2)[C:7]2[C:12]([C:13]=1[CH2:14][CH2:15][S:39][C:37](=[O:40])[CH3:38])=[CH:11][CH:10]=[CH:9][CH:8]=2)=[O:4].